This data is from Experimentally validated miRNA-target interactions with 360,000+ pairs, plus equal number of negative samples. The task is: Binary Classification. Given a miRNA mature sequence and a target amino acid sequence, predict their likelihood of interaction. (1) The miRNA is hsa-miR-4694-5p with sequence AGGUGUUAUCCUAUCCAUUUGC. The protein sequence of the target gene is MAAAGGSSNCPPPPPPPPPNNNNNNNTPKSPGVPDAEDDDERRHDELPEDINNFDEDMNRQFENMNLLDQVELLAQSYSLLDHLDDFDDDDEDDDFDPEPDQDELPEYSDDDDLELQGAAAAPIPNFFSDDDCLEDLPEKFDGNPDMLGPFMYQCQLFMEKSTRDFSVDRIRVCFVTSMLIGRAARWATAKLQRCTYLMHNYTAFMMELKHVFEDPQRREAAKRKIRRLRQGPGPVVDYSNAFQMIAQDLDWTEPALMDQFQEGLNPDIRAELSRQEAPKTLAALITACIHIERRLARDA.... Result: 0 (no interaction). (2) The miRNA is mmu-miR-466q with sequence GUGCACACACACACAUACGU. The protein sequence of the target gene is MSHGKRTDMLPEIAAAVGFLSSLLRTRGCVSEQRLKVFSRALQDALTDHYKHHWFPEKPSKGSGYRCIRINHKMDPIISKVASQIGLSQPQLHRLLPSELTLWVDPYEVSYRIGEDGSICVLYEEAPVAASYGLLTCKNQMMLGRSSPSKNYVMAVSS. Result: 1 (interaction). (3) The miRNA is hsa-miR-20a-3p with sequence ACUGCAUUAUGAGCACUUAAAG. The protein sequence of the target gene is MLRLAAAGARAIVDMSYARHFLDFQGSAIPRTMQKLVVTRLSPNFHEAVTLRRDCPVPLPGDGDLLVRNRFVGINASDINYSAGRYDPSLKPPFDIGFEGIGEVVALGLSASARYTVGQAVAYMAPGSFAEYTVVPASIAIPMPSVKPEYLTMLVSGTTAYLSLEELGELSEGKKVLVTAAAGGTGQFAVQLSKIAKCHVIGTCSSDEKAAFLKSIGCDRPINYRTEPVETVLKQEYPEGVDVVYESVGGAMFDLAVDALATKGRLIVIGFISGYQSPTGLSPIKAGVLPTKLLKKSASL.... Result: 0 (no interaction).